Dataset: Forward reaction prediction with 1.9M reactions from USPTO patents (1976-2016). Task: Predict the product of the given reaction. Given the reactants [CH3:1][C:2]1[CH:7]=[CH:6][CH:5]=[C:4]([CH3:8])[C:3]=1[N:9]1[C:13](=[O:14])[CH2:12][C@:11]([CH2:18][C:19]([CH3:21])=[CH2:20])([C:15]([OH:17])=[O:16])[CH2:10]1.[Si](C=[N+]=[N-])(C)(C)[CH3:23], predict the reaction product. The product is: [CH3:23][O:16][C:15]([C@@:11]1([CH2:18][C:19]([CH3:21])=[CH2:20])[CH2:12][C:13](=[O:14])[N:9]([C:3]2[C:2]([CH3:1])=[CH:7][CH:6]=[CH:5][C:4]=2[CH3:8])[CH2:10]1)=[O:17].